Predict the product of the given reaction. From a dataset of Forward reaction prediction with 1.9M reactions from USPTO patents (1976-2016). (1) Given the reactants [Cl:1][C:2]1[CH:7]=[CH:6][CH:5]=[CH:4][C:3]=1[N:8]1[C:12]([C:13]2[CH:18]=[CH:17][C:16]([S:19]([CH3:22])(=[O:21])=[O:20])=[CH:15][N:14]=2)=[N:11][N:10]=[C:9]1/[CH:23]=[CH:24]/[C:25]([NH:27][NH:28][C:29](=[O:38])[C:30]1[CH:35]=[CH:34][C:33](C#N)=[CH:32][CH:31]=1)=O.C1(P(C2C=CC=CC=2)C2C=CC=CC=2)C=CC=CC=1.C(Br)(Br)(Br)Br.C(N(CC)CC)C.[Cl:70]CCl, predict the reaction product. The product is: [Cl:1][C:2]1[CH:7]=[CH:6][CH:5]=[CH:4][C:3]=1[N:8]1[C:9](/[CH:23]=[CH:24]/[C:25]2[O:38][C:29]([C:30]3[CH:31]=[CH:32][C:33]([Cl:70])=[CH:34][CH:35]=3)=[N:28][N:27]=2)=[N:10][N:11]=[C:12]1[C:13]1[CH:18]=[CH:17][C:16]([S:19]([CH3:22])(=[O:21])=[O:20])=[CH:15][N:14]=1. (2) Given the reactants [CH3:1][O:2][C:3]1[CH:4]=[C:5]2[C:9](=[CH:10][C:11]=1[C:12]([F:15])([F:14])[F:13])[NH:8][C:7](C(O)=O)=[C:6]2[CH3:19].Cl, predict the reaction product. The product is: [CH3:1][O:2][C:3]1[CH:4]=[C:5]2[C:9](=[CH:10][C:11]=1[C:12]([F:15])([F:13])[F:14])[NH:8][CH:7]=[C:6]2[CH3:19]. (3) Given the reactants [C:1]([O:5][C:6]([N:8]1[CH2:12][CH2:11][C:10]2([CH2:17][CH2:16][NH:15][CH2:14][CH2:13]2)[CH2:9]1)=[O:7])([CH3:4])([CH3:3])[CH3:2].C(N(C(C)C)C(C)C)C.Cl[C:28]1[CH:33]=[CH:32][N:31]=[CH:30][CH:29]=1.C(=O)([O-])O.[Na+], predict the reaction product. The product is: [N:31]1[CH:32]=[CH:33][C:28]([N:15]2[CH2:16][CH2:17][C:10]3([CH2:9][N:8]([C:6]([O:5][C:1]([CH3:4])([CH3:2])[CH3:3])=[O:7])[CH2:12][CH2:11]3)[CH2:13][CH2:14]2)=[CH:29][CH:30]=1. (4) Given the reactants [F:1][C:2]1[CH:3]=[C:4]2[C:8](=[CH:9][CH:10]=1)[N:7]([NH:11][C:12]([C:14]1[C:15]([CH3:27])=[N:16][C:17]([C:20]3[CH:25]=[CH:24][CH:23]=[C:22]([F:26])[CH:21]=3)=[N:18][CH:19]=1)=[O:13])[CH:6]=[C:5]2[S:28]([OH:31])(=O)=[O:29].C(Cl)(=O)C([Cl:35])=O, predict the reaction product. The product is: [F:1][C:2]1[CH:3]=[C:4]2[C:8](=[CH:9][CH:10]=1)[N:7]([NH:11][C:12]([C:14]1[C:15]([CH3:27])=[N:16][C:17]([C:20]3[CH:25]=[CH:24][CH:23]=[C:22]([F:26])[CH:21]=3)=[N:18][CH:19]=1)=[O:13])[CH:6]=[C:5]2[S:28]([Cl:35])(=[O:31])=[O:29]. (5) Given the reactants [C:1](Cl)(=[O:3])[CH3:2].[Cl:5][C:6]1[CH:31]=[CH:30][C:9]2[N:10]3[C:14]([CH2:15][NH:16][CH2:17][C:8]=2[CH:7]=1)=[N:13][N:12]=[C:11]3[CH:18]1[CH2:23][CH2:22][N:21]([C:24]2[N:29]=[CH:28][CH:27]=[CH:26][N:25]=2)[CH2:20][CH2:19]1, predict the reaction product. The product is: [Cl:5][C:6]1[CH:31]=[CH:30][C:9]2[N:10]3[C:14]([CH2:15][N:16]([C:1](=[O:3])[CH3:2])[CH2:17][C:8]=2[CH:7]=1)=[N:13][N:12]=[C:11]3[CH:18]1[CH2:23][CH2:22][N:21]([C:24]2[N:25]=[CH:26][CH:27]=[CH:28][N:29]=2)[CH2:20][CH2:19]1. (6) The product is: [CH3:1][O:2][C:3]1[CH:4]=[CH:5][C:6]([C:9]2[C:18]([C:19]3[CH:24]=[CH:23][C:22]([O:25][CH3:26])=[CH:21][CH:20]=3)=[N:17][C:16]3[C:11](=[CH:12][CH:13]=[C:14]([C:27]4[NH:31][N:30]=[N:29][N:28]=4)[CH:15]=3)[N:10]=2)=[CH:7][CH:8]=1. Given the reactants [CH3:1][O:2][C:3]1[CH:8]=[CH:7][C:6]([C:9]2[C:18]([C:19]3[CH:24]=[CH:23][C:22]([O:25][CH3:26])=[CH:21][CH:20]=3)=[N:17][C:16]3[C:11](=[CH:12][CH:13]=[C:14]([C:27]#[N:28])[CH:15]=3)[N:10]=2)=[CH:5][CH:4]=1.[N-:29]=[N+:30]=[N-:31].[Na+].[NH4+].[Cl-], predict the reaction product. (7) The product is: [Cl:11][C:2]1[S:1][C:10]2[CH2:9][CH2:8][CH2:7][NH:6][CH2:5][C:4]=2[CH:3]=1. Given the reactants [S:1]1[C:10]2[CH2:9][CH2:8][CH2:7][NH:6][CH2:5][C:4]=2[CH:3]=[CH:2]1.[Cl:11](O)(=O)(=O)=O.ClN1C(=O)CCC1=O, predict the reaction product. (8) Given the reactants [F:1][C:2]([F:20])([F:19])[C:3](=[O:18])[CH2:4][C:5]([C:8]1[CH:13]=[CH:12][C:11]([F:14])=[CH:10][C:9]=1[C:15]([OH:17])=O)([CH3:7])[CH3:6].S(Cl)(Cl)=O.[N:25]1C(C)=[CH:29][CH:28]=[CH:27][C:26]=1[CH3:32].Cl.[CH2:34]1[CH2:38][O:37][CH2:36][CH2:35]1, predict the reaction product. The product is: [F:14][C:11]1[CH:12]=[CH:13][C:8]([C:5]([CH3:6])([CH3:7])[CH2:4][C:3](=[O:18])[C:2]([F:1])([F:20])[F:19])=[C:9]([CH:10]=1)[C:15]([NH:25][C@H:26]([C:27]1[CH:35]=[CH:34][C:38]([O:37][CH3:36])=[CH:29][CH:28]=1)[CH3:32])=[O:17]. (9) Given the reactants [C:1]([O:5][C:6](=[O:21])[CH2:7][O:8][C:9]1[C:14]2[CH2:15][CH2:16][CH2:17][CH2:18][CH:19]([NH2:20])[C:13]=2[CH:12]=[CH:11][CH:10]=1)([CH3:4])([CH3:3])[CH3:2].[CH3:22][S:23]([C:26]1[CH:27]=[C:28]([S:36](Cl)(=[O:38])=[O:37])[CH:29]=[C:30]([S:32]([CH3:35])(=[O:34])=[O:33])[CH:31]=1)(=[O:25])=[O:24].C(N(C(C)C)CC)(C)C, predict the reaction product. The product is: [C:1]([O:5][C:6](=[O:21])[CH2:7][O:8][C:9]1[C:14]2[CH2:15][CH2:16][CH2:17][CH2:18][CH:19]([NH:20][S:36]([C:28]3[CH:29]=[C:30]([S:32]([CH3:35])(=[O:33])=[O:34])[CH:31]=[C:26]([S:23]([CH3:22])(=[O:25])=[O:24])[CH:27]=3)(=[O:37])=[O:38])[C:13]=2[CH:12]=[CH:11][CH:10]=1)([CH3:4])([CH3:2])[CH3:3].